Dataset: Reaction yield outcomes from USPTO patents with 853,638 reactions. Task: Predict the reaction yield, written as a fraction of the theoretical maximum amount of product (1.0 means a 100% yield; for example, 0.34 means a 34% yield). (1) The reactants are [CH:1]1([CH2:4][N:5]2[C:10](=[O:11])[C:9]([CH2:12][CH2:13][CH2:14]OS(C)(=O)=O)=[CH:8][C:7]([C:20]3[CH:25]=[CH:24][C:23]([O:26][CH3:27])=[C:22]([F:28])[CH:21]=3)=[N:6]2)[CH2:3][CH2:2]1.[NH:29]([CH2:33][CH2:34][OH:35])[CH2:30][CH2:31][OH:32]. No catalyst specified. The product is [OH:32][CH2:31][CH2:30][N:29]([CH2:14][CH2:13][CH2:12][C:9]1[C:10](=[O:11])[N:5]([CH2:4][CH:1]2[CH2:2][CH2:3]2)[N:6]=[C:7]([C:20]2[CH:25]=[CH:24][C:23]([O:26][CH3:27])=[C:22]([F:28])[CH:21]=2)[CH:8]=1)[CH2:33][CH2:34][OH:35]. The yield is 0.131. (2) The reactants are C(N1C=CN=C1)(N1C=CN=C1)=O.[Br:13][C:14]1[C:15]([F:23])=[C:16]([CH:20]=[CH:21][CH:22]=1)[C:17](O)=[O:18].C(N(CC)CC)C.Cl.[CH3:32][NH:33][O:34][CH3:35]. The catalyst is ClCCl. The product is [Br:13][C:14]1[C:15]([F:23])=[C:16]([CH:20]=[CH:21][CH:22]=1)[C:17]([N:33]([O:34][CH3:35])[CH3:32])=[O:18]. The yield is 0.950. (3) The reactants are [NH2:1][CH2:2][CH2:3][CH2:4][OH:5].[CH:6]1[C:15]2[C:10](=[CH:11][CH:12]=[CH:13][CH:14]=2)[CH:9]=[CH:8][C:7]=1[CH:16]=O.C([BH3-])#N.[Na+].[C:22](O[C:22]([O:24][C:25]([CH3:28])([CH3:27])[CH3:26])=[O:23])([O:24][C:25]([CH3:28])([CH3:27])[CH3:26])=[O:23]. The catalyst is CO.C1COCC1. The product is [C:25]([O:24][C:22]([N:1]([CH2:2][CH2:3][CH2:4][OH:5])[CH2:16][C:7]1[CH:8]=[CH:9][C:10]2[C:15](=[CH:14][CH:13]=[CH:12][CH:11]=2)[CH:6]=1)=[O:23])([CH3:28])([CH3:27])[CH3:26]. The yield is 0.600. (4) The reactants are [OH-].[K+].[C:3]([O:7][C:8]([N:10]1[CH2:16][CH2:15][C:14]2[C:17]([S:22][C:23](=O)N(C)C)=[C:18]([Cl:21])[CH:19]=[CH:20][C:13]=2[CH2:12][CH2:11]1)=[O:9])([CH3:6])([CH3:5])[CH3:4].[H-].[Na+].BrC(C)[C:32]#[N:33].[CH3:35]O. The catalyst is CCOC(C)=O. The product is [C:3]([O:7][C:8]([N:10]1[CH2:16][CH2:15][C:14]2[C:17]([S:22][CH:23]([C:32]#[N:33])[CH3:35])=[C:18]([Cl:21])[CH:19]=[CH:20][C:13]=2[CH2:12][CH2:11]1)=[O:9])([CH3:4])([CH3:5])[CH3:6]. The yield is 0.890. (5) The reactants are [Cl:1][C:2]1[C:3]2[CH:16]=[CH:15][CH:14]=[CH:13][C:4]=2[S:5][C:6]=1[CH2:7][CH2:8][CH:9]([OH:12])[C:10]#[CH:11].[CH3:17][C:18]([Si:21](Cl)([CH3:23])[CH3:22])([CH3:20])[CH3:19].C(N(CC)CC)C.C(=O)(O)[O-].[Na+]. The catalyst is ClCCl.CN(C1C=CN=CC=1)C. The product is [C:18]([Si:21]([O:12][CH:9]([CH2:8][CH2:7][C:6]1[S:5][C:4]2[CH:13]=[CH:14][CH:15]=[CH:16][C:3]=2[C:2]=1[Cl:1])[C:10]#[CH:11])([CH3:23])[CH3:22])([CH3:20])([CH3:19])[CH3:17]. The yield is 0.730. (6) The reactants are [H-].[Na+].[F:3][C:4]([F:23])([F:22])[C:5]1[CH:10]=[CH:9][C:8]([C:11]2[CH:12]=[C:13]3[C:18](=[CH:19][CH:20]=2)[NH:17][C:16](=[O:21])[CH2:15][CH2:14]3)=[CH:7][CH:6]=1.Cl[CH2:25][C:26]1[CH:27]=[C:28]([CH:34]=[CH:35][CH:36]=1)[C:29]([O:31][CH2:32][CH3:33])=[O:30]. The catalyst is CN(C)C=O. The product is [O:21]=[C:16]1[CH2:15][CH2:14][C:13]2[C:18](=[CH:19][CH:20]=[C:11]([C:8]3[CH:7]=[CH:6][C:5]([C:4]([F:3])([F:22])[F:23])=[CH:10][CH:9]=3)[CH:12]=2)[N:17]1[CH2:25][C:26]1[CH:27]=[C:28]([CH:34]=[CH:35][CH:36]=1)[C:29]([O:31][CH2:32][CH3:33])=[O:30]. The yield is 0.770.